Predict the reactants needed to synthesize the given product. From a dataset of Full USPTO retrosynthesis dataset with 1.9M reactions from patents (1976-2016). (1) Given the product [OH:2][C:3]1[CH:4]=[C:5]2[C:10](=[C:11]([CH3:14])[C:12]=1[CH3:13])[N:9]([CH:15]=[O:17])[CH2:8][C:7]1([CH2:20][CH2:19][CH2:18]1)[CH2:6]2, predict the reactants needed to synthesize it. The reactants are: C[O:2][C:3]1[CH:4]=[C:5]2[C:10](=[C:11]([CH3:14])[C:12]=1[CH3:13])[N:9]([C:15](=[O:17])C)[CH2:8][C:7]1([CH2:20][CH2:19][CH2:18]1)[CH2:6]2.B(Br)(Br)Br. (2) Given the product [N:4]1([C:6]2[C:7]3[C:12](=[CH:11][CH:10]=[CH:9][CH:8]=3)[NH:4][CH:5]=2)[CH2:12][CH2:7][CH2:6][CH2:5]1, predict the reactants needed to synthesize it. The reactants are: O.[Al].[Li].[NH:4]1[C:12]2[C:7](=[CH:8][CH:9]=[CH:10][CH:11]=2)[C:6](C2CC(=O)NC2=O)=[CH:5]1.[OH-].[Na+].O. (3) Given the product [CH2:1]([O:3][C:4](=[O:15])[CH2:5][O:6][C:7]1[CH:12]=[CH:11][C:10]([NH:13][C:16]([O:18][C:19]([CH3:22])([CH3:21])[CH3:20])=[O:17])=[CH:9][C:8]=1[CH3:14])[CH3:2], predict the reactants needed to synthesize it. The reactants are: [CH2:1]([O:3][C:4](=[O:15])[CH2:5][O:6][C:7]1[CH:12]=[CH:11][C:10]([NH2:13])=[CH:9][C:8]=1[CH3:14])[CH3:2].[C:16](O[C:16]([O:18][C:19]([CH3:22])([CH3:21])[CH3:20])=[O:17])([O:18][C:19]([CH3:22])([CH3:21])[CH3:20])=[O:17]. (4) The reactants are: COC1C=CC(C[N:8]2[CH:13]([C:14]([OH:16])=[O:15])[CH:12]3[CH2:17][CH:9]2[CH2:10][CH2:11]3)=CC=1.[C:20](Cl)(=O)[C:21](Cl)=O.CN(C)C=O.Cl.NO.C(N(CC)CC)C. Given the product [CH:9]12[CH2:17][CH:12]([CH2:11][CH2:10]1)[CH:13]([C:14]([O:16][CH2:20][CH3:21])=[O:15])[NH:8]2, predict the reactants needed to synthesize it. (5) Given the product [CH3:22][C:23]1[CH:32]=[C:31]2[C:26]([CH:27]=[CH:28][C:29]([C:33]([NH2:18])=[O:35])=[N:30]2)=[CH:25][CH:24]=1, predict the reactants needed to synthesize it. The reactants are: C([NH:18]CC=O)(OCC1C2C(=CC=CC=2)C2C1=CC=CC=2)=O.[CH3:22][C:23]1[CH:32]=[C:31]2[C:26]([CH:27]=[CH:28][C:29]([C:33]([OH:35])=O)=[N:30]2)=[CH:25][CH:24]=1.ON1C2C=CC=CC=2N=N1.C(O)C(N)(CO)CO.